This data is from Catalyst prediction with 721,799 reactions and 888 catalyst types from USPTO. The task is: Predict which catalyst facilitates the given reaction. (1) Reactant: [F:1][C:2]1([F:11])[CH2:4][CH:3]1[C:5](N(OC)C)=[O:6].Cl[Mg][C:14]1[CH:19]=[CH:18][CH:17]=[CH:16][CH:15]=1.[Br-].[Cl-:21].[NH4+]. Product: [Cl:21][C:14]1[CH:19]=[CH:18][C:17]([C:5]([CH:3]2[CH2:4][C:2]2([F:11])[F:1])=[O:6])=[CH:16][CH:15]=1. The catalyst class is: 165. (2) Reactant: [N:1]([CH2:4][C@@H:5]1[CH2:9][C@@H:8]([O:10][C:11]2[CH:16]=[N:15][C:14]([CH:17]3[CH2:19][CH2:18]3)=[CH:13][N:12]=2)[CH2:7][N:6]1C(OC(C)(C)C)=O)=[N+:2]=[N-:3].Cl. Product: [N:1]([CH2:4][C@H:5]1[NH:6][CH2:7][C@H:8]([O:10][C:11]2[CH:16]=[N:15][C:14]([CH:17]3[CH2:18][CH2:19]3)=[CH:13][N:12]=2)[CH2:9]1)=[N+:2]=[N-:3]. The catalyst class is: 269. (3) Reactant: C(=O)([O-])[O-].[Cs+].[Cs+].Br[CH2:8][C:9]([CH3:20])([CH3:19])[CH2:10][O:11][Si:12]([C:15]([CH3:18])([CH3:17])[CH3:16])([CH3:14])[CH3:13].[Br:21][C:22]1[CH:23]=[C:24]2[C:29](=[CH:30][CH:31]=1)[C:28](=[O:32])[NH:27][CH:26]=[CH:25]2. Product: [Br:21][C:22]1[CH:23]=[C:24]2[C:29](=[CH:30][CH:31]=1)[C:28](=[O:32])[N:27]([CH2:8][C:9]([CH3:20])([CH3:19])[CH2:10][O:11][Si:12]([C:15]([CH3:18])([CH3:17])[CH3:16])([CH3:14])[CH3:13])[CH:26]=[CH:25]2. The catalyst class is: 18. (4) Reactant: [NH2:1][C:2]1[N:7]=[CH:6][C:5]([O:8][C:9]2[CH:10]=[CH:11][C:12]([CH3:25])=[C:13]([NH:15][C:16]([C:18]3[N:22]([CH3:23])[N:21]=[C:20]([CH3:24])[CH:19]=3)=[O:17])[CH:14]=2)=[CH:4][CH:3]=1.[C:26]1([CH3:36])[CH:31]=[CH:30][C:29]([S:32](Cl)(=[O:34])=[O:33])=[CH:28][CH:27]=1. Product: [CH3:23][N:22]1[C:18]([C:16]([NH:15][C:13]2[CH:14]=[C:9]([O:8][C:5]3[CH:6]=[N:7][C:2]([NH:1][S:32]([C:29]4[CH:30]=[CH:31][C:26]([CH3:36])=[CH:27][CH:28]=4)(=[O:34])=[O:33])=[CH:3][CH:4]=3)[CH:10]=[CH:11][C:12]=2[CH3:25])=[O:17])=[CH:19][C:20]([CH3:24])=[N:21]1. The catalyst class is: 17. (5) Reactant: [Cl:1][C:2]1[N:11]=[C:10]([Cl:12])[C:9]2[N:8]([CH3:13])[C:7](=[O:14])[CH:6]3[CH2:15][O:16][CH2:17][CH2:18][N:5]3[C:4]=2[N:3]=1.IC.[CH3:21]C([O-])(C)C. Product: [Cl:1][C:2]1[N:11]=[C:10]([Cl:12])[C:9]2[N:8]([CH3:13])[C:7](=[O:14])[C:6]3([CH3:21])[CH2:15][O:16][CH2:17][CH2:18][N:5]3[C:4]=2[N:3]=1. The catalyst class is: 58. (6) Reactant: [CH3:1][O:2][C:3]1[CH:16]=[CH:15][C:6]([CH2:7][N:8]2[CH:12]=[CH:11][C:10](C=O)=[N:9]2)=[CH:5][CH:4]=1.[H-].[Na+].N1C=CC([CH:24]=[O:25])=N1.COC1C=CC(CCl)=CC=1. Product: [CH3:1][O:2][C:3]1[CH:4]=[CH:5][C:6]([CH2:7][N:8]2[C:12]([CH:24]=[O:25])=[CH:11][CH:10]=[N:9]2)=[CH:15][CH:16]=1. The catalyst class is: 18. (7) Reactant: [C:1]([C:3](=[C:8](SC)[NH:9][C:10]1[CH:11]=[N:12][CH:13]=[CH:14][CH:15]=1)[C:4]([O:6]C)=O)#[N:2].Cl.[CH:19]1([CH2:24][C:25]([NH2:27])=[NH:26])[CH2:23][CH2:22][CH2:21][CH2:20]1.C(N(CC)CC)C. Product: [CH:19]1([CH2:24][C:25]2[NH:27][C:4](=[O:6])[C:3]([C:1]#[N:2])=[C:8]([NH:9][C:10]3[CH:11]=[N:12][CH:13]=[CH:14][CH:15]=3)[N:26]=2)[CH2:23][CH2:22][CH2:21][CH2:20]1. The catalyst class is: 18.